From a dataset of Cav3 T-type calcium channel HTS with 100,875 compounds. Binary Classification. Given a drug SMILES string, predict its activity (active/inactive) in a high-throughput screening assay against a specified biological target. (1) The compound is S(Cc1c2c(oc(=O)c1)cc(O)cc2)c1nn2c(cc(nc2n1)C)C. The result is 0 (inactive). (2) The result is 0 (inactive). The compound is O(c1cc2c(n3c(C(NCCN(CC)CC)=NCC3)c2)cc1)C. (3) The molecule is Brc1sc(C(=O)Nc2ccc(S(=O)(=O)Nc3ncccn3)cc2)cc1. The result is 0 (inactive).